Task: Predict the reaction yield, written as a fraction of the theoretical maximum amount of product (1.0 means a 100% yield; for example, 0.34 means a 34% yield).. Dataset: Reaction yield outcomes from USPTO patents with 853,638 reactions (1) The reactants are [Br:1][C:2]1([Br:9])[CH2:4][C:3]1([Br:8])[CH2:5][CH2:6][OH:7].N1C=CC=CC=1.[C:16]1([S:22](Cl)(=[O:24])=[O:23])[CH:21]=[CH:20][CH:19]=[CH:18][CH:17]=1.O. The catalyst is C(Cl)Cl. The product is [Br:1][C:2]1([Br:9])[CH2:4][C:3]1([Br:8])[CH2:5][CH2:6][O:7][S:22]([C:16]1[CH:21]=[CH:20][CH:19]=[CH:18][CH:17]=1)(=[O:24])=[O:23]. The yield is 0.800. (2) The reactants are Cl.[C:2]12([CH2:12][CH2:13][NH:14][CH2:15][CH2:16][CH2:17][CH2:18][CH3:19])[CH2:11][CH:6]3[CH2:7][CH:8]([CH2:10][CH:4]([CH2:5]3)[CH2:3]1)[CH2:9]2.[C:20](Cl)(=[O:27])[CH2:21][O:22][CH2:23][C:24](Cl)=[O:25].C(N(CC)CC)C.[CH3:36][OH:37]. The catalyst is ClCCl. The product is [C:2]12([CH2:12][CH2:13][N:14]([CH2:15][CH2:16][CH2:17][CH2:18][CH3:19])[C:20](=[O:27])[CH2:21][O:22][CH2:23][C:24]([O:37][CH3:36])=[O:25])[CH2:9][CH:8]3[CH2:7][CH:6]([CH2:5][CH:4]([CH2:10]3)[CH2:3]1)[CH2:11]2. The yield is 0.600.